Dataset: Reaction yield outcomes from USPTO patents with 853,638 reactions. Task: Predict the reaction yield, written as a fraction of the theoretical maximum amount of product (1.0 means a 100% yield; for example, 0.34 means a 34% yield). (1) The product is [NH2:33][C:31]([CH3:36])([CH3:32])[CH2:30][O:29][C:28]1[CH:27]=[CH:26][C:24]([NH:25][C:7](=[O:8])[C:6]2[CH:10]=[CH:11][CH:12]=[C:4]([O:3][C:2]([F:14])([F:13])[F:1])[CH:5]=2)=[CH:23][C:22]=1[C:17]1[N:18]([CH3:21])[N:19]=[CH:20][C:16]=1[Br:15]. The reactants are [F:1][C:2]([F:14])([F:13])[O:3][C:4]1[CH:5]=[C:6]([CH:10]=[CH:11][CH:12]=1)[C:7](Cl)=[O:8].[Br:15][C:16]1[CH:20]=[N:19][N:18]([CH3:21])[C:17]=1[C:22]1[CH:23]=[C:24]([CH:26]=[CH:27][C:28]=1[O:29][CH2:30][C:31]([CH3:36])([N+:33]([O-])=O)[CH3:32])[NH2:25].C(N(CC)C(C)C)(C)C. The catalyst is ClCCl. The yield is 0.810. (2) The reactants are Br.Br[CH2:3][C:4]([C:6]1[CH:11]=[CH:10][N:9]=[CH:8][CH:7]=1)=O.[CH2:12]([O:14][C:15](=[O:25])[CH2:16][C:17](=O)[C:18]1[CH:23]=[CH:22][CH:21]=[CH:20][CH:19]=1)[CH3:13].[H-].[Na+].C([O-])(=O)C.[NH4+:32]. The catalyst is C1COCC1. The product is [CH2:12]([O:14][C:15]([C:16]1[CH:3]=[C:4]([C:6]2[CH:11]=[CH:10][N:9]=[CH:8][CH:7]=2)[NH:32][C:17]=1[C:18]1[CH:23]=[CH:22][CH:21]=[CH:20][CH:19]=1)=[O:25])[CH3:13]. The yield is 0.600. (3) The yield is 0.700. The product is [CH2:9]([O:8][C:6]1[C:5]([F:11])=[CH:4][C:3]([F:12])=[C:2]([B:18]([OH:21])[OH:19])[CH:7]=1)[CH3:10]. The catalyst is C1COCC1. The reactants are Br[C:2]1[CH:7]=[C:6]([O:8][CH2:9][CH3:10])[C:5]([F:11])=[CH:4][C:3]=1[F:12].[Li]CCCC.[B:18](OC)([O:21]C)[O:19]C. (4) The reactants are [Br:1][C:2]1[CH:15]=[C:14]2[C:5]([S:6][C:7]3[CH:8]=[CH:9][C:10]([NH:17][C:18](=[O:20])[CH3:19])=[CH:11][C:12]=3[C:13]2=[O:16])=[CH:4][CH:3]=1.[H-].[Na+].CI.[CH:25](Cl)(Cl)Cl. The catalyst is C1COCC1. The product is [Br:1][C:2]1[CH:15]=[C:14]2[C:5]([S:6][C:7]3[CH:8]=[CH:9][C:10]([N:17]([CH3:25])[C:18](=[O:20])[CH3:19])=[CH:11][C:12]=3[C:13]2=[O:16])=[CH:4][CH:3]=1. The yield is 0.970. (5) The reactants are OS(O)(=O)=O.[Cl:6][C:7]1[CH:29]=[CH:28][C:10]2[NH:11][C:12]([S:14][C:15]3[C:20]4[NH:21][C:22](=[O:24])[NH:23][C:19]=4[CH:18]=[C:17]([C:25]([OH:27])=[O:26])[CH:16]=3)=[N:13][C:9]=2[CH:8]=1.[CH2:30](O)[CH3:31]. No catalyst specified. The product is [Cl:6][C:7]1[CH:29]=[CH:28][C:10]2[NH:11][C:12]([S:14][C:15]3[C:20]4[NH:21][C:22](=[O:24])[NH:23][C:19]=4[CH:18]=[C:17]([C:25]([O:27][CH2:30][CH3:31])=[O:26])[CH:16]=3)=[N:13][C:9]=2[CH:8]=1. The yield is 0.550. (6) The reactants are [CH2:1]([O:3][C:4](=[O:21])[C:5]([C:10]1[CH:15]=[CH:14][C:13]([NH2:16])=[C:12]([NH:17][CH3:18])[C:11]=1[C:19]#[N:20])([CH3:9])[C:6](=[O:8])[CH3:7])[CH3:2].[F:22][C:23]1[CH:28]=[CH:27][C:26]([N:29]=[C:30]=S)=[C:25]([CH3:32])[CH:24]=1. The catalyst is C1COCC1. The product is [CH2:1]([O:3][C:4](=[O:21])[C:5]([C:10]1[CH:15]=[CH:14][C:13]2[N:16]=[C:30]([NH:29][C:26]3[CH:27]=[CH:28][C:23]([F:22])=[CH:24][C:25]=3[CH3:32])[N:17]([CH3:18])[C:12]=2[C:11]=1[C:19]#[N:20])([CH3:9])[C:6](=[O:8])[CH3:7])[CH3:2]. The yield is 0.560. (7) The reactants are [Cl:1][C:2]1[CH:7]=[CH:6][C:5]([S:8]([NH:11][C@@H:12]2[CH2:18][CH2:17][CH2:16][CH2:15][CH2:14][C@H:13]2[CH2:19][OH:20])(=[O:10])=[O:9])=[CH:4][CH:3]=1.C(=O)([O-])[O-].[Cs+].[Cs+].Br[CH2:28][C:29]1[CH:34]=[CH:33][C:32]([C:35]2[O:36][CH:37]=[CH:38][N:39]=2)=[CH:31][CH:30]=1.ClC1C=CC(S(N(CC2C=CC(C#N)=CC=2)[C@@H]2CCCCC[C@H]2CO)(=O)=O)=CC=1. No catalyst specified. The product is [Cl:1][C:2]1[CH:7]=[CH:6][C:5]([S:8]([N:11]([C@@H:12]2[CH2:18][CH2:17][CH2:16][CH2:15][CH2:14][C@H:13]2[CH2:19][OH:20])[CH2:28][C:29]2[CH:30]=[CH:31][C:32]([C:35]3[O:36][CH:37]=[CH:38][N:39]=3)=[CH:33][CH:34]=2)(=[O:9])=[O:10])=[CH:4][CH:3]=1. The yield is 0.870. (8) The reactants are [H-].[Na+].[Br:3][C:4]1[CH:5]=[C:6]([C:10]23[CH2:17][CH:16]([OH:18])[CH2:15][CH:14]2[CH2:13][O:12][N:11]3[CH2:19][C:20]2[CH:25]=[CH:24][C:23]([O:26][CH3:27])=[CH:22][C:21]=2[O:28][CH3:29])[CH:7]=[CH:8][CH:9]=1.[CH3:30]I. The catalyst is CN(C=O)C. The product is [Br:3][C:4]1[CH:5]=[C:6]([C:10]23[CH2:17][CH:16]([O:18][CH3:30])[CH2:15][CH:14]2[CH2:13][O:12][N:11]3[CH2:19][C:20]2[CH:25]=[CH:24][C:23]([O:26][CH3:27])=[CH:22][C:21]=2[O:28][CH3:29])[CH:7]=[CH:8][CH:9]=1. The yield is 0.630. (9) The reactants are [Cl:1][C:2]1[CH:7]=[C:6]([C:8]([OH:17])([C:13]([F:16])([F:15])[F:14])[C:9]([F:12])([F:11])[F:10])[CH:5]=[CH:4][C:3]=1[N:18]([CH2:29][CH3:30])[C:19](=O)[CH2:20][CH2:21][C:22]1[CH:27]=[CH:26][CH:25]=[CH:24][CH:23]=1.B.C1COCC1. The catalyst is C1COCC1. The product is [Cl:1][C:2]1[CH:7]=[C:6]([C:8]([OH:17])([C:9]([F:10])([F:11])[F:12])[C:13]([F:15])([F:16])[F:14])[CH:5]=[CH:4][C:3]=1[N:18]([CH2:29][CH3:30])[CH2:19][CH2:20][CH2:21][C:22]1[CH:23]=[CH:24][CH:25]=[CH:26][CH:27]=1. The yield is 0.910. (10) The reactants are C(NC(C)C)(C)C.C([Li])CCC.[CH3:13][O:14][C:15](=[O:27])[CH2:16][C:17]1[CH:22]=[CH:21][C:20]([Cl:23])=[C:19]([N+:24]([O-:26])=[O:25])[CH:18]=1.I[CH2:29][CH:30]1[CH2:34][CH2:33][CH2:32][CH2:31]1. The catalyst is O1CCCC1.CN1CCCN(C)C1=O. The product is [CH3:13][O:14][C:15](=[O:27])[CH:16]([C:17]1[CH:22]=[CH:21][C:20]([Cl:23])=[C:19]([N+:24]([O-:26])=[O:25])[CH:18]=1)[CH2:29][CH:30]1[CH2:34][CH2:33][CH2:32][CH2:31]1. The yield is 0.320.